This data is from Full USPTO retrosynthesis dataset with 1.9M reactions from patents (1976-2016). The task is: Predict the reactants needed to synthesize the given product. (1) Given the product [CH3:1][O:2][C:3](=[O:25])[C:4]1[CH:9]=[CH:8][CH:7]=[CH:6][C:5]=1[NH:10][C:11]1[N:15]([C:16]2[CH:21]=[CH:20][C:19]([F:22])=[CH:18][C:17]=2[F:23])[N:14]=[C:13]([CH3:24])[C:12]=1[Br:26], predict the reactants needed to synthesize it. The reactants are: [CH3:1][O:2][C:3](=[O:25])[C:4]1[CH:9]=[CH:8][CH:7]=[CH:6][C:5]=1[NH:10][C:11]1[N:15]([C:16]2[CH:21]=[CH:20][C:19]([F:22])=[CH:18][C:17]=2[F:23])[N:14]=[C:13]([CH3:24])[CH:12]=1.[Br:26]N1C(C)(C)C(=O)N(Br)C1=O. (2) Given the product [F:5][C:6]1[CH:15]=[C:14]([N:17]2[CH2:22][CH2:21][S:20][CH2:19][CH2:18]2)[CH:13]=[CH:12][C:7]=1[C:8]([O:10][CH3:11])=[O:9], predict the reactants needed to synthesize it. The reactants are: CS(C)=O.[F:5][C:6]1[CH:15]=[C:14](F)[CH:13]=[CH:12][C:7]=1[C:8]([O:10][CH3:11])=[O:9].[NH:17]1[CH2:22][CH2:21][S:20][CH2:19][CH2:18]1.C(=O)([O-])[O-].[K+].[K+]. (3) The reactants are: [CH:1]12[CH2:7][CH:4]([CH:5]=[CH:6]1)[CH2:3][CH:2]2[NH:8][C:9]([NH:11][NH2:12])=[S:10].[N:13]1[CH:18]=[CH:17][CH:16]=[CH:15][C:14]=1[CH:19]=O.C(O)(=O)C. Given the product [CH:1]12[CH2:7][CH:4]([CH:5]=[CH:6]1)[CH2:3][CH:2]2[NH:8][C:9](=[S:10])[NH:11][N:12]=[CH:19][C:14]1[CH:15]=[CH:16][CH:17]=[CH:18][N:13]=1, predict the reactants needed to synthesize it. (4) The reactants are: [C:1]1([C:7]2[CH:15]=[CH:14][C:10]([C:11]([NH2:13])=S)=[CH:9][N:8]=2)[CH:6]=[CH:5][CH:4]=[CH:3][CH:2]=1.COC(=O)CC(=O)C(Br)C.C([O-])(O)=O.[Na+]. Given the product [C:1]1([C:7]2[CH:15]=[CH:14][C:10]([C:11]#[N:13])=[CH:9][N:8]=2)[CH:6]=[CH:5][CH:4]=[CH:3][CH:2]=1, predict the reactants needed to synthesize it.